From a dataset of Forward reaction prediction with 1.9M reactions from USPTO patents (1976-2016). Predict the product of the given reaction. (1) Given the reactants Cl.NO.C([N:6]([CH2:9][CH3:10])CC)C.[Br:11][C:12]1[CH:13]=C(C=O)[S:15][C:16]=1[Cl:17].C1(=O)OC(=O)C2=CC=CC=C12, predict the reaction product. The product is: [Br:11][C:12]1[CH:13]=[C:10]([C:9]#[N:6])[S:15][C:16]=1[Cl:17]. (2) The product is: [F:35][CH2:36][CH2:37][CH2:38][O:17][C:14]1[CH:15]=[C:16]2[C:11]([CH:10]=[C:9]([C:18]3[CH:19]=[N:20][C:21]([N:24]4[CH:28]=[N:27][CH:26]=[N:25]4)=[CH:22][CH:23]=3)[NH:8]2)=[CH:12][CH:13]=1. Given the reactants C(OC([N:8]1[C:16]2[C:11](=[CH:12][CH:13]=[C:14]([OH:17])[CH:15]=2)[CH:10]=[C:9]1[C:18]1[CH:19]=[N:20][C:21]([N:24]2[CH:28]=[N:27][CH:26]=[N:25]2)=[CH:22][CH:23]=1)=O)(C)(C)C.C([O-])([O-])=O.[Cs+].[Cs+].[F:35][CH2:36][CH2:37][CH2:38]I, predict the reaction product. (3) Given the reactants [Cl-].[O:2]=[C:3]([NH:14][C:15]1[CH:16]=[N:17][C:18]2[C:23]([CH:24]=1)=[CH:22][CH:21]=[CH:20][CH:19]=2)[C@@H:4]([NH3+:13])[CH2:5][CH2:6][CH2:7][CH2:8][CH2:9][C:10](=[O:12])[CH3:11].CCN(CC)CC.[N:32]([C:35]1[CH:40]=[CH:39][C:38]([O:41][CH3:42])=[CH:37][CH:36]=1)=[C:33]=[O:34], predict the reaction product. The product is: [CH3:42][O:41][C:38]1[CH:39]=[CH:40][C:35]([NH:32][C:33]([NH:13][C@@H:4]([CH2:5][CH2:6][CH2:7][CH2:8][CH2:9][C:10](=[O:12])[CH3:11])[C:3]([NH:14][C:15]2[CH:16]=[N:17][C:18]3[C:23]([CH:24]=2)=[CH:22][CH:21]=[CH:20][CH:19]=3)=[O:2])=[O:34])=[CH:36][CH:37]=1. (4) Given the reactants C(OC(=O)[NH:7][CH2:8][CH2:9][O:10][C:11]1[C:12]([I:18])=[N:13][C:14]([I:17])=[CH:15][CH:16]=1)(C)(C)C.Cl.O1CCOCC1, predict the reaction product. The product is: [I:18][C:12]1[C:11]([O:10][CH2:9][CH2:8][NH2:7])=[CH:16][CH:15]=[C:14]([I:17])[N:13]=1.